This data is from Reaction yield outcomes from USPTO patents with 853,638 reactions. The task is: Predict the reaction yield, written as a fraction of the theoretical maximum amount of product (1.0 means a 100% yield; for example, 0.34 means a 34% yield). (1) The reactants are Br[CH2:2][C:3]1[CH:4]=[C:5]([CH:10]=[CH:11][CH:12]=1)[C:6]([O:8][CH3:9])=[O:7].[O:13]([C:20]1[CH:21]=[C:22]([CH:24]=[CH:25][CH:26]=1)[NH2:23])[C:14]1[CH:19]=[CH:18][CH:17]=[CH:16][CH:15]=1. The catalyst is C1CCCCC1.O.C(Cl)Cl. The product is [O:13]([C:20]1[CH:21]=[C:22]([NH:23][CH2:2][C:3]2[CH:4]=[C:5]([CH:10]=[CH:11][CH:12]=2)[C:6]([O:8][CH3:9])=[O:7])[CH:24]=[CH:25][CH:26]=1)[C:14]1[CH:15]=[CH:16][CH:17]=[CH:18][CH:19]=1. The yield is 0.590. (2) The reactants are [NH2:1][C:2]1[CH:3]=[C:4]([C:8]2[CH:13]=[CH:12][C:11]([CH:14]([N:22]([CH3:39])[C:23](=[O:38])[CH2:24][N:25]3[C:30]4[CH:31]=[C:32]([Cl:36])[C:33]([Cl:35])=[CH:34][C:29]=4[O:28][CH2:27][C:26]3=[O:37])[CH2:15][N:16]3[CH2:21][CH2:20][O:19][CH2:18][CH2:17]3)=[CH:10][CH:9]=2)[CH:5]=[CH:6][CH:7]=1.[CH:40]([N:43]=[C:44]=[O:45])([CH3:42])[CH3:41].C(N(CC)CC)C. The catalyst is ClCCl. The product is [Cl:36][C:32]1[C:33]([Cl:35])=[CH:34][C:29]2[O:28][CH2:27][C:26](=[O:37])[N:25]([CH2:24][C:23]([N:22]([CH3:39])[CH:14]([C:11]3[CH:12]=[CH:13][C:8]([C:4]4[CH:5]=[CH:6][CH:7]=[C:2]([NH:1][C:44]([NH:43][CH:40]([CH3:42])[CH3:41])=[O:45])[CH:3]=4)=[CH:9][CH:10]=3)[CH2:15][N:16]3[CH2:17][CH2:18][O:19][CH2:20][CH2:21]3)=[O:38])[C:30]=2[CH:31]=1. The yield is 0.520.